The task is: Predict the reactants needed to synthesize the given product.. This data is from Full USPTO retrosynthesis dataset with 1.9M reactions from patents (1976-2016). (1) Given the product [F:52][C:49]([F:50])([F:51])[C:47]1[CH:46]=[C:5]([CH:4]=[C:3]([C:2]([F:53])([F:1])[F:54])[CH:48]=1)[CH2:6][N:7]([CH2:20][C:21]1[CH:26]=[C:25]([C:27]([F:28])([F:29])[F:30])[CH:24]=[CH:23][C:22]=1[N:31]([CH2:44][CH3:45])[C:32]([O:34][CH2:35][CH2:36][C:37]([OH:39])=[O:38])=[O:33])[C:8]1[N:13]=[CH:12][C:11]([N:14]2[CH2:19][CH2:18][O:17][CH2:16][CH2:15]2)=[CH:10][N:9]=1, predict the reactants needed to synthesize it. The reactants are: [F:1][C:2]([F:54])([F:53])[C:3]1[CH:4]=[C:5]([CH:46]=[C:47]([C:49]([F:52])([F:51])[F:50])[CH:48]=1)[CH2:6][N:7]([CH2:20][C:21]1[CH:26]=[C:25]([C:27]([F:30])([F:29])[F:28])[CH:24]=[CH:23][C:22]=1[N:31]([CH2:44][CH3:45])[C:32]([O:34][CH2:35][CH2:36][C:37]([O:39]C(C)(C)C)=[O:38])=[O:33])[C:8]1[N:13]=[CH:12][C:11]([N:14]2[CH2:19][CH2:18][O:17][CH2:16][CH2:15]2)=[CH:10][N:9]=1.C(=O)(O)[O-].[Na+]. (2) Given the product [NH2:9][C@@H:6]1[C:5](=[O:20])[N:4]2[CH2:21][CH2:22][CH2:23][CH2:24][C@@H:3]2[C:2](=[O:1])[NH:8][CH2:7]1, predict the reactants needed to synthesize it. The reactants are: [O:1]=[C:2]1[NH:8][CH2:7][C@H:6]([NH:9]C(=O)OCC2C=CC=CC=2)[C:5](=[O:20])[N:4]2[CH2:21][CH2:22][CH2:23][CH2:24][C@H:3]12. (3) Given the product [Cl:17][C:5]1[C:6]([C:8]2[CH:9]=[N:10][N:11]3[CH:16]=[CH:15][CH:14]=[CH:13][C:12]=23)=[N:7][C:2]([NH:22][C:21]2[CH:23]=[C:24]([N+:34]([O-:36])=[O:35])[C:25]([C:27]3[CH2:32][CH2:31][N:30]([CH3:33])[CH2:29][CH:28]=3)=[CH:26][C:20]=2[O:19][CH3:18])=[N:3][CH:4]=1, predict the reactants needed to synthesize it. The reactants are: Cl[C:2]1[N:7]=[C:6]([C:8]2[CH:9]=[N:10][N:11]3[CH:16]=[CH:15][CH:14]=[CH:13][C:12]=23)[C:5]([Cl:17])=[CH:4][N:3]=1.[CH3:18][O:19][C:20]1[CH:26]=[C:25]([C:27]2[CH2:28][CH2:29][N:30]([CH3:33])[CH2:31][CH:32]=2)[C:24]([N+:34]([O-:36])=[O:35])=[CH:23][C:21]=1[NH2:22].C[Si]([N-][Si](C)(C)C)(C)C.[Li+].CO. (4) Given the product [O:11]=[C:2]1[NH:3][C:4]2[N:5]=[CH:6][N:7]([CH2:15][C:16]([OH:18])=[O:17])[C:8]=2[C:9](=[O:10])[NH:1]1, predict the reactants needed to synthesize it. The reactants are: [NH:1]1[C:9](=[O:10])[C:8]2[NH:7][CH:6]=[N:5][C:4]=2[NH:3][C:2]1=[O:11].[OH-].[Na+].Cl[CH2:15][C:16]([OH:18])=[O:17]. (5) Given the product [CH3:29][O:28][C:25]1[CH:24]=[CH:23][C:22]([CH2:21][N:14]2[CH:13]=[C:12]3[C:16]([CH2:17][CH:18]([CH3:20])[CH2:19][C:10]4[S:9][C:8]([NH2:7])=[N:30][C:11]=43)=[N:15]2)=[CH:27][CH:26]=1, predict the reactants needed to synthesize it. The reactants are: C(OC(=O)[NH:7][C:8]1[S:9][C:10]2[CH2:19][CH:18]([CH3:20])[CH2:17][C:16]3[C:12](=[CH:13][N:14]([CH2:21][C:22]4[CH:27]=[CH:26][C:25]([O:28][CH3:29])=[CH:24][CH:23]=4)[N:15]=3)[C:11]=2[N:30]=1)(C)(C)C. (6) Given the product [CH:1]1([C:4]([C:32]2[C:31]3[C:35](=[C:27]([CH2:26][S:25][CH3:24])[CH:28]=[CH:29][CH:30]=3)[NH:34][CH:33]=2)([C:7]2[CH:16]=[CH:15][C:10]3[O:11][CH2:12][CH2:13][O:14][C:9]=3[CH:8]=2)[CH3:5])[CH2:3][CH2:2]1, predict the reactants needed to synthesize it. The reactants are: [CH:1]1([C:4]([C:7]2[CH:16]=[CH:15][C:10]3[O:11][CH2:12][CH2:13][O:14][C:9]=3[CH:8]=2)(O)[CH3:5])[CH2:3][CH2:2]1.FC(F)(F)C(O)=O.[CH3:24][S:25][CH2:26][C:27]1[CH:28]=[CH:29][CH:30]=[C:31]2[C:35]=1[NH:34][CH:33]=[CH:32]2. (7) Given the product [S:1]1[C:5]2[CH:6]=[C:7]([N:10]3[CH2:14][CH:13]([CH3:28])[N:12]([C:21]4[CH:22]=[N:23][CH:24]=[CH:25][C:26]=4[CH3:27])[C:11]3=[O:19])[CH:8]=[CH:9][C:4]=2[N:3]=[CH:2]1, predict the reactants needed to synthesize it. The reactants are: [S:1]1[C:5]2[CH:6]=[C:7]([N:10]3[CH:14](C(F)(F)F)[CH2:13][NH:12][C:11]3=[O:19])[CH:8]=[CH:9][C:4]=2[N:3]=[CH:2]1.I[C:21]1[CH:22]=[N:23][CH:24]=[CH:25][C:26]=1[CH3:27].[CH3:28]NC1CCCCC1NC.P([O-])([O-])([O-])=O.[K+].[K+].[K+]. (8) Given the product [C:1]([O:5][C:6]([N:8]1[CH2:12][CH2:11][CH2:10][C@H:9]1[CH2:13][O:14][C@@H:15]1[CH2:24][CH2:23][C@H:18]([C:19]([O:21][CH3:22])=[O:20])[CH2:17][CH2:16]1)=[O:7])([CH3:4])([CH3:3])[CH3:2], predict the reactants needed to synthesize it. The reactants are: [C:1]([O:5][C:6]([N:8]1[CH2:12][CH2:11][CH2:10][C@H:9]1[CH2:13][O:14][C:15]1[CH:24]=[CH:23][C:18]([C:19]([O:21][CH3:22])=[O:20])=[CH:17][CH:16]=1)=[O:7])([CH3:4])([CH3:3])[CH3:2]. (9) Given the product [ClH:45].[N:8]1([C:5]2[CH:6]=[CH:7][C:2]([NH:1][S:42]([C:40]3[CH:39]=[CH:38][CH:37]=[C:36]4[C:41]=3[N:32]=[CH:33][CH:34]=[CH:35]4)(=[O:44])=[O:43])=[C:3]([NH:22][S:23]([C:26]3[CH:27]=[CH:28][CH:29]=[CH:30][CH:31]=3)(=[O:25])=[O:24])[CH:4]=2)[CH2:14][CH2:13][CH2:12][NH:11][CH2:10][CH2:9]1, predict the reactants needed to synthesize it. The reactants are: [NH2:1][C:2]1[CH:7]=[CH:6][C:5]([N:8]2[CH2:14][CH2:13][CH2:12][N:11](C(OC(C)(C)C)=O)[CH2:10][CH2:9]2)=[CH:4][C:3]=1[NH:22][S:23]([C:26]1[CH:31]=[CH:30][CH:29]=[CH:28][CH:27]=1)(=[O:25])=[O:24].[N:32]1[C:41]2[C:36](=[CH:37][CH:38]=[CH:39][C:40]=2[S:42]([Cl:45])(=[O:44])=[O:43])[CH:35]=[CH:34][CH:33]=1.